From a dataset of Reaction yield outcomes from USPTO patents with 853,638 reactions. Predict the reaction yield, written as a fraction of the theoretical maximum amount of product (1.0 means a 100% yield; for example, 0.34 means a 34% yield). (1) The reactants are Br[C:2]1[S:6][C:5]([CH:7]=[O:8])=[CH:4][CH:3]=1.[C:9]1(B(O)O)[CH:14]=[CH:13][CH:12]=[CH:11][CH:10]=1.C([O-])([O-])=O.[Na+].[Na+].CCOCC. The catalyst is C1COCC1.C1C=CC([P]([Pd]([P](C2C=CC=CC=2)(C2C=CC=CC=2)C2C=CC=CC=2)([P](C2C=CC=CC=2)(C2C=CC=CC=2)C2C=CC=CC=2)[P](C2C=CC=CC=2)(C2C=CC=CC=2)C2C=CC=CC=2)(C2C=CC=CC=2)C2C=CC=CC=2)=CC=1. The product is [C:9]1([C:2]2[S:6][C:5]([CH:7]=[O:8])=[CH:4][CH:3]=2)[CH:14]=[CH:13][CH:12]=[CH:11][CH:10]=1. The yield is 0.910. (2) The reactants are [F:1][C:2]1[C:7]2[N:8]=[C:9]([C:11]3[CH:12]=[C:13]([CH:16]=[C:17](B4OC(C)(C)C(C)(C)O4)[CH:18]=3)[CH:14]=[O:15])[O:10][C:6]=2[CH:5]=[CH:4][CH:3]=1.[CH3:28][NH:29][C:30]([C:32]1[C:36]2[CH:37]=[C:38](Br)[C:39]([N:41]([S:43]([CH3:46])(=[O:45])=[O:44])[CH3:42])=[CH:40][C:35]=2[O:34][C:33]=1[C:48]1[CH:53]=[CH:52][C:51]([F:54])=[CH:50][CH:49]=1)=[O:31].[O-]P([O-])([O-])=O.[K+].[K+].[K+]. The catalyst is CN(C=O)C.C1C=CC(P(C2C=CC=CC=2)[C-]2C=CC=C2)=CC=1.C1C=CC(P(C2C=CC=CC=2)[C-]2C=CC=C2)=CC=1.Cl[Pd]Cl.[Fe+2]. The product is [F:1][C:2]1[C:7]2[N:8]=[C:9]([C:11]3[CH:18]=[C:17]([C:38]4[C:39]([N:41]([CH3:42])[S:43]([CH3:46])(=[O:45])=[O:44])=[CH:40][C:35]5[O:34][C:33]([C:48]6[CH:53]=[CH:52][C:51]([F:54])=[CH:50][CH:49]=6)=[C:32]([C:30]([NH:29][CH3:28])=[O:31])[C:36]=5[CH:37]=4)[CH:16]=[C:13]([CH:14]=[O:15])[CH:12]=3)[O:10][C:6]=2[CH:5]=[CH:4][CH:3]=1. The yield is 0.530.